This data is from Full USPTO retrosynthesis dataset with 1.9M reactions from patents (1976-2016). The task is: Predict the reactants needed to synthesize the given product. (1) Given the product [OH:16][CH2:17][CH2:18][O:1][C:2]1[CH:7]=[CH:6][CH:5]=[CH:4][C:3]=1[C:8]1[CH:13]=[CH:12][CH:11]=[CH:10][C:9]=1[OH:14], predict the reactants needed to synthesize it. The reactants are: [OH:1][C:2]1[CH:7]=[CH:6][CH:5]=[CH:4][C:3]=1[C:8]1[CH:13]=[CH:12][CH:11]=[CH:10][C:9]=1[OH:14].C1(=O)O[CH2:18][CH2:17][O:16]1.[I-].[K+].CN(C)C=O. (2) Given the product [CH3:1][O:2][C:3]1[CH:8]=[CH:7][C:6]([C:9]([C:37]2[CH:42]=[CH:41][C:40]([O:43][CH3:44])=[CH:39][CH:38]=2)([C:31]2[CH:36]=[CH:35][CH:34]=[CH:33][CH:32]=2)[NH:10][C:11]2[O:12][C@H:13]([C:27]([F:30])([F:29])[F:28])[CH2:14][C@:15]([C:18]3[CH:23]=[C:22]([C:49]4[CH:50]=[N:45][CH:46]=[N:47][CH:48]=4)[C:21]([F:25])=[CH:20][C:19]=3[F:26])([CH3:17])[N:16]=2)=[CH:5][CH:4]=1, predict the reactants needed to synthesize it. The reactants are: [CH3:1][O:2][C:3]1[CH:8]=[CH:7][C:6]([C:9]([C:37]2[CH:42]=[CH:41][C:40]([O:43][CH3:44])=[CH:39][CH:38]=2)([C:31]2[CH:36]=[CH:35][CH:34]=[CH:33][CH:32]=2)[NH:10][C:11]2[O:12][C@H:13]([C:27]([F:30])([F:29])[F:28])[CH2:14][C@:15]([C:18]3[CH:23]=[C:22](Br)[C:21]([F:25])=[CH:20][C:19]=3[F:26])([CH3:17])[N:16]=2)=[CH:5][CH:4]=1.[N:45]1[CH:50]=[C:49](B(O)O)[CH:48]=[N:47][CH:46]=1. (3) Given the product [F:18][C:17]1[C:12]2[N:13]([C:9]([C:4]3[CH:5]=[CH:6][C:7]([F:8])=[C:2]([C:30]4[CH:31]=[CH:32][C:27]([S:24]([CH3:23])(=[O:26])=[O:25])=[CH:28][CH:29]=4)[CH:3]=3)=[CH:10][N:11]=2)[CH:14]=[CH:15][C:16]=1[C:19]([OH:22])([CH3:21])[CH3:20], predict the reactants needed to synthesize it. The reactants are: Cl[C:2]1[CH:3]=[C:4]([C:9]2[N:13]3[CH:14]=[CH:15][C:16]([C:19]([OH:22])([CH3:21])[CH3:20])=[C:17]([F:18])[C:12]3=[N:11][CH:10]=2)[CH:5]=[CH:6][C:7]=1[F:8].[CH3:23][S:24]([C:27]1[CH:32]=[CH:31][C:30](B(O)O)=[CH:29][CH:28]=1)(=[O:26])=[O:25]. (4) Given the product [CH:16]1([C:22]2[N:5]3[C:4]([CH2:10][C:9](=[O:11])[NH:8][C:7]4[CH:12]=[CH:13][CH:14]=[CH:15][C:6]=43)=[N:25][N:24]=2)[CH2:21][CH2:20][CH2:19][CH2:18][CH2:17]1, predict the reactants needed to synthesize it. The reactants are: C(O[C:4]1[CH2:10][C:9](=[O:11])[NH:8][C:7]2[CH:12]=[CH:13][CH:14]=[CH:15][C:6]=2[N:5]=1)C.[CH:16]1([C:22]([NH:24][NH2:25])=O)[CH2:21][CH2:20][CH2:19][CH2:18][CH2:17]1.CCOC(C)=O.C([O-])(O)=O.[Na+].